From a dataset of Catalyst prediction with 721,799 reactions and 888 catalyst types from USPTO. Predict which catalyst facilitates the given reaction. (1) Product: [CH:3]([C:6]1[CH:7]=[CH:8][C:9]([C:12]2[N:16]([CH2:17][CH2:18][O:19][CH3:20])[C:15]3[C:21]([O:32][CH3:33])=[CH:22][CH:23]=[C:24]([C:25]4[CH:30]=[CH:29][CH:28]=[C:27]([O:31][CH2:17][CH2:18][O:19][CH3:20])[CH:26]=4)[C:14]=3[N:13]=2)=[CH:10][CH:11]=1)([CH3:5])[CH3:4]. Reactant: [H-].[Na+].[CH:3]([C:6]1[CH:11]=[CH:10][C:9]([C:12]2[N:16]([CH2:17][CH2:18][O:19][CH3:20])[C:15]3[C:21]([O:32][CH3:33])=[CH:22][CH:23]=[C:24]([C:25]4[CH:26]=[C:27]([OH:31])[CH:28]=[CH:29][CH:30]=4)[C:14]=3[N:13]=2)=[CH:8][CH:7]=1)([CH3:5])[CH3:4]. The catalyst class is: 3. (2) Reactant: [Br:1][C:2]1[C:3](Cl)=[N:4][C:5]([Cl:8])=[N:6][CH:7]=1.[CH2:10]([CH2:12][NH2:13])[OH:11].C(N(CC)CC)C. Product: [Br:1][C:2]1[C:3]([NH:13][CH2:12][CH2:10][OH:11])=[N:4][C:5]([Cl:8])=[N:6][CH:7]=1. The catalyst class is: 10. (3) Reactant: [CH3:1][CH:2]([CH2:20][CH2:21][CH2:22][CH:23]([CH3:35])[CH2:24][CH2:25][CH2:26][CH:27]([CH3:34])[CH2:28][CH2:29][CH2:30][CH:31]([CH3:33])[CH3:32])[CH2:3][CH2:4][CH2:5][C:6]([O:8][CH2:9][C@H:10]([OH:19])[C@H:11]1[O:16][C:14](=[O:15])[C:13]([OH:17])=[C:12]1[OH:18])=[O:7]. Product: [CH3:1][CH:2]([CH2:20][CH2:21][CH2:22][CH:23]([CH3:35])[CH2:24][CH2:25][CH2:26][CH:27]([CH3:34])[CH2:28][CH2:29][CH2:30][CH:31]([CH3:33])[CH3:32])[CH2:3][CH2:4][CH2:5][C:6]([O:8][CH2:9][C@H:10]([OH:19])[C@H:11]1[O:16][C:14](=[O:15])[C:13]([OH:17])=[C:12]1[OH:18])=[O:7].[OH2:7]. The catalyst class is: 6. (4) Reactant: Cl.[C:2]1([C:8]#[C:9][C:10]2[CH:11]=[C:12]([CH:16]=[N:17]O)[CH:13]=[N:14][CH:15]=2)[CH:7]=[CH:6][CH:5]=[CH:4][CH:3]=1.[OH-].[Na+].C(Cl)(Cl)Cl.[F:25][C:26]([F:31])([F:30])[C:27]([OH:29])=[O:28]. Product: [F:25][C:26]([F:31])([F:30])[C:27]([OH:29])=[O:28].[F:25][C:26]([F:31])([F:30])[C:27]([OH:29])=[O:28].[C:2]1([C:8]#[C:9][C:10]2[CH:11]=[C:12]([CH2:16][NH2:17])[CH:13]=[N:14][CH:15]=2)[CH:7]=[CH:6][CH:5]=[CH:4][CH:3]=1. The catalyst class is: 401. (5) Reactant: [CH2:1]([O:8][C:9]1[CH:14]=[CH:13][CH:12]=[C:11]([F:15])[C:10]=1[NH2:16])[C:2]1[CH:7]=[CH:6][CH:5]=[CH:4][CH:3]=1.[CH3:17][C:18]([O:21][C:22](O[C:22]([O:21][C:18]([CH3:20])([CH3:19])[CH3:17])=[O:23])=[O:23])([CH3:20])[CH3:19]. Product: [C:18]([O:21][C:22](=[O:23])[NH:16][C:10]1[C:11]([F:15])=[CH:12][CH:13]=[CH:14][C:9]=1[O:8][CH2:1][C:2]1[CH:3]=[CH:4][CH:5]=[CH:6][CH:7]=1)([CH3:20])([CH3:19])[CH3:17]. The catalyst class is: 64. (6) Reactant: [Br:1][C:2]1[S:3][C:4]([C:8]([OH:10])=O)=[C:5]([CH3:7])[N:6]=1.C(N(CC)C(C)C)(C)C.Cl.C(N=C=NCCCN(C)C)C.ON1C2C=CC=CC=2N=N1.[F:42][C:43]1[CH:48]=[CH:47][C:46]([CH2:49][NH2:50])=[CH:45][CH:44]=1. Product: [Br:1][C:2]1[S:3][C:4]([C:8]([NH:50][CH2:49][C:46]2[CH:47]=[CH:48][C:43]([F:42])=[CH:44][CH:45]=2)=[O:10])=[C:5]([CH3:7])[N:6]=1. The catalyst class is: 7.